This data is from Full USPTO retrosynthesis dataset with 1.9M reactions from patents (1976-2016). The task is: Predict the reactants needed to synthesize the given product. (1) Given the product [NH2:1][C:4]1[CH:11]=[CH:10][C:7]([C:8]#[N:9])=[CH:6][C:5]=1[NH:12][C:13]1[CH:14]=[C:15]([CH3:19])[CH:16]=[CH:17][CH:18]=1, predict the reactants needed to synthesize it. The reactants are: [N+:1]([C:4]1[CH:11]=[CH:10][C:7]([C:8]#[N:9])=[CH:6][C:5]=1[NH:12][C:13]1[CH:14]=[C:15]([CH3:19])[CH:16]=[CH:17][CH:18]=1)([O-])=O.[O-]S(S([O-])=O)=O.[Na+].[Na+]. (2) Given the product [Cl:1][C:2]1[C:7]([C:19]2[CH2:23][CH2:22][CH2:21][CH:20]=2)=[N:6][N:5]=[C:4]2[N:9]([CH3:18])[N:10]=[C:11]([C:12]3[CH:17]=[CH:16][CH:15]=[CH:14][CH:13]=3)[C:3]=12, predict the reactants needed to synthesize it. The reactants are: [Cl:1][C:2]1[C:7](I)=[N:6][N:5]=[C:4]2[N:9]([CH3:18])[N:10]=[C:11]([C:12]3[CH:17]=[CH:16][CH:15]=[CH:14][CH:13]=3)[C:3]=12.[C:19]1(B2OC(C)(C)C(C)(C)O2)[CH2:23][CH2:22][CH2:21][CH:20]=1.[O-]P([O-])([O-])=O.[K+].[K+].[K+]. (3) Given the product [NH2:12][C:9]1[CH:8]=[C:7]([C:15](=[O:17])[CH3:16])[CH:6]=[C:5]([C:1]([CH3:2])([CH3:4])[CH3:3])[C:10]=1[OH:11], predict the reactants needed to synthesize it. The reactants are: [C:1]([C:5]1[CH:6]=[C:7]([C:15](=[O:17])[CH3:16])[CH:8]=[C:9]([N+:12]([O-])=O)[C:10]=1[OH:11])([CH3:4])([CH3:3])[CH3:2].C(OCC)(=O)C.CCCCCC. (4) Given the product [C:1]([N:4]1[C:12]2[CH:11]=[CH:10][C:9]([Cl:24])=[C:8]3[CH2:13][CH2:14][N:15]([C:17]([O:19][C:20]([CH3:23])([CH3:22])[CH3:21])=[O:18])[CH2:16][CH:6]([C:7]=23)[CH2:5]1)(=[O:3])[CH3:2], predict the reactants needed to synthesize it. The reactants are: [C:1]([N:4]1[C:12]2[CH:11]=[CH:10][CH:9]=[C:8]3[CH2:13][CH2:14][N:15]([C:17]([O:19][C:20]([CH3:23])([CH3:22])[CH3:21])=[O:18])[CH2:16][CH:6]([C:7]=23)[CH2:5]1)(=[O:3])[CH3:2].[Cl:24]N1C(=O)CCC1=O.C(=O)(O)[O-].[Na+]. (5) The reactants are: [H-].[Na+].CO[C:5]([C:7]1[C:16]([O:17][CH:18]([C:25]2[CH:30]=[CH:29][CH:28]=[CH:27][CH:26]=2)[C:19]2[CH:24]=[CH:23][CH:22]=[CH:21][CH:20]=2)=[C:15]2[C:10]([CH:11]=[CH:12][CH:13]=[N:14]2)=[C:9]([O:31][CH3:32])[C:8]=1[CH2:33][C:34](=[O:44])[NH:35][CH2:36][C:37]1[CH:42]=[CH:41][C:40]([F:43])=[CH:39][CH:38]=1)=[O:6]. Given the product [CH:18]([O:17][C:16]1[C:7]2[C:5](=[O:6])[N:35]([CH2:36][C:37]3[CH:42]=[CH:41][C:40]([F:43])=[CH:39][CH:38]=3)[C:34](=[O:44])[CH2:33][C:8]=2[C:9]([O:31][CH3:32])=[C:10]2[C:15]=1[N:14]=[CH:13][CH:12]=[CH:11]2)([C:25]1[CH:26]=[CH:27][CH:28]=[CH:29][CH:30]=1)[C:19]1[CH:24]=[CH:23][CH:22]=[CH:21][CH:20]=1, predict the reactants needed to synthesize it. (6) Given the product [O:13]([C:5]1[CH:4]=[C:3]([OH:2])[CH:8]=[C:7]([C:9]([F:10])([F:11])[F:12])[CH:6]=1)[C:14]1[CH:15]=[CH:16][CH:17]=[CH:18][CH:19]=1, predict the reactants needed to synthesize it. The reactants are: C[O:2][C:3]1[CH:8]=[C:7]([C:9]([F:12])([F:11])[F:10])[CH:6]=[C:5]([O:13][C:14]2[CH:19]=[CH:18][CH:17]=[CH:16][CH:15]=2)[CH:4]=1.B(Br)(Br)Br.O. (7) The reactants are: [F:1][CH:2]([F:11])[C:3]([C:5]1[CH:10]=[CH:9][CH:8]=[CH:7][CH:6]=1)=[O:4].Br[C:13]1[C:18]([CH3:19])=[CH:17][C:16]([CH3:20])=[CH:15][C:14]=1[CH3:21]. Given the product [F:1][C:2]([F:11])([C:13]1[C:18]([CH3:19])=[CH:17][C:16]([CH3:20])=[CH:15][C:14]=1[CH3:21])[C:3]([C:5]1[CH:6]=[CH:7][CH:8]=[CH:9][CH:10]=1)=[O:4], predict the reactants needed to synthesize it. (8) Given the product [CH3:11][NH:10][C:8]1[CH:7]=[CH:6][C:5]2[CH2:1][O:2][CH2:3][C:4]=2[CH:9]=1, predict the reactants needed to synthesize it. The reactants are: [CH2:1]1[C:5]2[CH:6]=[CH:7][C:8]([NH:10][CH:11]=O)=[CH:9][C:4]=2[CH2:3][O:2]1.[H-].[H-].[H-].[H-].[Li+].[Al+3]. (9) Given the product [NH2:22][C:23]1[N:28]=[C:27]([NH:1][C@H:2]([C:4]2[N:5]([C:16]3[CH:21]=[CH:20][CH:19]=[CH:18][N:17]=3)[C:6]3[C:12]([C:13]#[N:14])=[C:11]([F:15])[CH:10]=[CH:9][C:7]=3[N:8]=2)[CH3:3])[C:26]([C:30]#[N:31])=[C:25]([CH3:32])[N:24]=1, predict the reactants needed to synthesize it. The reactants are: [NH2:1][C@H:2]([C:4]1[N:5]([C:16]2[CH:21]=[CH:20][CH:19]=[CH:18][N:17]=2)[C:6]2[C:12]([C:13]#[N:14])=[C:11]([F:15])[CH:10]=[CH:9][C:7]=2[N:8]=1)[CH3:3].[NH2:22][C:23]1[N:28]=[C:27](Cl)[C:26]([C:30]#[N:31])=[C:25]([CH3:32])[N:24]=1.CCN(C(C)C)C(C)C.